This data is from CYP2C19 inhibition data for predicting drug metabolism from PubChem BioAssay. The task is: Regression/Classification. Given a drug SMILES string, predict its absorption, distribution, metabolism, or excretion properties. Task type varies by dataset: regression for continuous measurements (e.g., permeability, clearance, half-life) or binary classification for categorical outcomes (e.g., BBB penetration, CYP inhibition). Dataset: cyp2c19_veith. (1) The molecule is N[C@@H](Cc1cc(CP(=O)(O)O)cc(-c2ccccc2Cl)c1)C(=O)O. The result is 1 (inhibitor). (2) The result is 1 (inhibitor). The drug is CCC(=O)c1ccc(OCC(O)CN(CCc2ccccc2)Cc2ccccc2)cc1.Cl. (3) The compound is COc1cc(CNC2CCCC2)cc(Cl)c1OCc1ccccc1Cl.Cl. The result is 1 (inhibitor). (4) The drug is CCOC(=O)C1C(=O)C=C(/C=C/c2ccccc2)CC1c1ccc(Cl)cc1. The result is 1 (inhibitor). (5) The molecule is O=C1N=C(N2CCC(Cc3ccccc3)CC2)S/C1=C/c1cn[nH]c1-c1ccccc1. The result is 1 (inhibitor). (6) The drug is Cc1cc(NC(=O)c2ccccc2Cl)c(C(C)C)cc1O. The result is 1 (inhibitor). (7) The compound is NC(=O)CN1C[C@@H](O)CC1=O. The result is 0 (non-inhibitor).